From a dataset of Peptide-MHC class I binding affinity with 185,985 pairs from IEDB/IMGT. Regression. Given a peptide amino acid sequence and an MHC pseudo amino acid sequence, predict their binding affinity value. This is MHC class I binding data. (1) The peptide sequence is RLTARGLLN. The MHC is HLA-B27:05 with pseudo-sequence HLA-B27:05. The binding affinity (normalized) is 0.588. (2) The peptide sequence is VSTAPTGSW. The MHC is HLA-A11:01 with pseudo-sequence HLA-A11:01. The binding affinity (normalized) is 0.213. (3) The peptide sequence is AYIDNYNKW. The MHC is Patr-A0701 with pseudo-sequence Patr-A0701. The binding affinity (normalized) is 0.172.